This data is from Full USPTO retrosynthesis dataset with 1.9M reactions from patents (1976-2016). The task is: Predict the reactants needed to synthesize the given product. Given the product [Br:1][C:2]1[CH:3]=[C:4]([CH2:9][CH2:10][C:11]([O:13][CH3:14])=[O:12])[CH:5]=[CH:6][C:7]=1[O:8][CH:15]1[CH2:20][CH2:19][CH2:18][CH2:17][CH2:16]1, predict the reactants needed to synthesize it. The reactants are: [Br:1][C:2]1[CH:3]=[C:4]([CH2:9][CH2:10][C:11]([O:13][CH3:14])=[O:12])[CH:5]=[CH:6][C:7]=1[OH:8].[C:15]1(P([C:15]2[CH:20]=[CH:19][CH:18]=[CH:17][CH:16]=2)[C:15]2[CH:20]=[CH:19][CH:18]=[CH:17][CH:16]=2)[CH:20]=[CH:19][CH:18]=[CH:17][CH:16]=1.C1(O)CCCCC1.O.